From a dataset of Reaction yield outcomes from USPTO patents with 853,638 reactions. Predict the reaction yield, written as a fraction of the theoretical maximum amount of product (1.0 means a 100% yield; for example, 0.34 means a 34% yield). (1) The reactants are [CH3:1][C:2]1([CH3:17])[C:10]2[C:5](=[CH:6][C:7]([N+:11]([O-])=O)=[CH:8][CH:9]=2)[N:4]([C:14](=[O:16])[CH3:15])[CH2:3]1. The catalyst is CO.[Pd]. The product is [NH2:11][C:7]1[CH:6]=[C:5]2[C:10]([C:2]([CH3:17])([CH3:1])[CH2:3][N:4]2[C:14](=[O:16])[CH3:15])=[CH:9][CH:8]=1. The yield is 0.610. (2) The reactants are Br[C:2]1[CH:7]=[CH:6][N:5]=[C:4]([NH:8][C:9](=[O:15])[O:10][C:11]([CH3:14])([CH3:13])[CH3:12])[C:3]=1[CH:16]=[O:17].[Cl:18][C:19]1[CH:24]=[CH:23][C:22](B(O)O)=[C:21]([F:28])[CH:20]=1.C(=O)([O-])[O-].[Cs+].[Cs+]. The catalyst is C1COCC1.O.C1C=CC([P]([Pd]([P](C2C=CC=CC=2)(C2C=CC=CC=2)C2C=CC=CC=2)([P](C2C=CC=CC=2)(C2C=CC=CC=2)C2C=CC=CC=2)[P](C2C=CC=CC=2)(C2C=CC=CC=2)C2C=CC=CC=2)(C2C=CC=CC=2)C2C=CC=CC=2)=CC=1. The product is [Cl:18][C:19]1[CH:24]=[CH:23][C:22]([C:2]2[CH:7]=[CH:6][N:5]=[C:4]([NH:8][C:9](=[O:15])[O:10][C:11]([CH3:14])([CH3:13])[CH3:12])[C:3]=2[CH:16]=[O:17])=[C:21]([F:28])[CH:20]=1. The yield is 0.350. (3) The reactants are [I:1][C:2]1[CH:9]=[C:6]([CH:7]=[O:8])[C:5]([OH:10])=[CH:4][CH:3]=1.C([O-])([O-])=O.[K+].[K+].Br[CH2:18][CH2:19][O:20][Si:21]([C:24]([CH3:27])([CH3:26])[CH3:25])([CH3:23])[CH3:22]. The catalyst is CN(C)C=O.C(OCC)(=O)C. The product is [C:24]([Si:21]([CH3:23])([CH3:22])[O:20][CH2:19][CH2:18][O:10][C:5]1[CH:4]=[CH:3][C:2]([I:1])=[CH:9][C:6]=1[CH:7]=[O:8])([CH3:27])([CH3:26])[CH3:25]. The yield is 1.00. (4) The reactants are [F:1][C:2]([F:21])([F:20])[C:3]([N:5]1[CH2:9][CH2:8][CH2:7][CH:6]1[C:10]1[CH:15]=[CH:14][C:13]([S:16](Cl)(=[O:18])=[O:17])=[CH:12][CH:11]=1)=[O:4].[NH2:22][C:23]1[S:24][CH:25]=[CH:26][N:27]=1. The catalyst is N1C=CC=CC=1. The product is [S:24]1[CH:25]=[CH:26][N:27]=[C:23]1[NH:22][S:16]([C:13]1[CH:14]=[CH:15][C:10]([CH:6]2[CH2:7][CH2:8][CH2:9][N:5]2[C:3](=[O:4])[C:2]([F:21])([F:20])[F:1])=[CH:11][CH:12]=1)(=[O:18])=[O:17]. The yield is 0.320. (5) The reactants are [Cl:1][C:2]1[CH:11]=[CH:10][C:5]([CH2:6][NH:7][CH2:8][CH3:9])=[CH:4][CH:3]=1.[CH2:12]([O:14][C@H:15]([C:28]([O:30][CH2:31][CH3:32])=[O:29])[CH2:16][C:17]1[CH:27]=[CH:26][C:20]([O:21][CH2:22][C:23]([OH:25])=O)=[CH:19][CH:18]=1)[CH3:13].C(N(CC)C(C)C)(C)C.F[B-](F)(F)F.N1(OC(N(C)C)=[N+](C)C)C2C=CC=CC=2N=N1. The catalyst is C(Cl)Cl. The product is [Cl:1][C:2]1[CH:3]=[CH:4][C:5]([CH2:6][N:7]([CH2:8][CH3:9])[C:23](=[O:25])[CH2:22][O:21][C:20]2[CH:19]=[CH:18][C:17]([CH2:16][C@H:15]([O:14][CH2:12][CH3:13])[C:28]([O:30][CH2:31][CH3:32])=[O:29])=[CH:27][CH:26]=2)=[CH:10][CH:11]=1. The yield is 0.610. (6) The reactants are [OH:1][CH:2]1[CH2:7][CH2:6][C:5]2([C:11]3[CH:12]=[CH:13][CH:14]=[CH:15][C:10]=3[C:9](=[O:16])[O:8]2)[CH2:4][CH2:3]1.C(N(CC)CC)C.[CH3:24][S:25](Cl)(=[O:27])=[O:26]. The catalyst is C(Cl)Cl. The product is [CH3:24][S:25]([O:1][CH:2]1[CH2:3][CH2:4][C:5]2([C:11]3[CH:12]=[CH:13][CH:14]=[CH:15][C:10]=3[C:9](=[O:16])[O:8]2)[CH2:6][CH2:7]1)(=[O:27])=[O:26]. The yield is 0.880. (7) The reactants are [CH3:1][CH2:2][CH2:3][C:4]1[NH:12][C:11]2[C:6](=[C:7]([CH3:23])[CH:8]=[C:9]([C:13]3[N:21]([CH3:22])[C:20]4[C:15](=[CH:16][CH:17]=[CH:18][CH:19]=4)[N:14]=3)[CH:10]=2)[N:5]=1.[CH3:24]S(C)=O.[OH-].[K+].C[O:31][C:32]([C:34]1[C:35]([C:42]2[CH:47]=[CH:46][CH:45]=[CH:44][CH:43]=2)=[CH:36][CH:37]=[C:38](CBr)[CH:39]=1)=[O:33]. The catalyst is CC(C)=O.C(O)(=O)C.O. The product is [CH2:3]([C:4]1[N:12]([CH2:24][C:45]2[CH:44]=[CH:43][C:42]([C:35]3[C:34]([C:32]([OH:31])=[O:33])=[CH:39][CH:38]=[CH:37][CH:36]=3)=[CH:47][CH:46]=2)[C:11]2[CH:10]=[C:9]([C:13]3[N:21]([CH3:22])[C:20]4[CH:19]=[CH:18][CH:17]=[CH:16][C:15]=4[N:14]=3)[CH:8]=[C:7]([CH3:23])[C:6]=2[N:5]=1)[CH2:2][CH3:1]. The yield is 0.800.